Dataset: Forward reaction prediction with 1.9M reactions from USPTO patents (1976-2016). Task: Predict the product of the given reaction. (1) Given the reactants [N:1]([CH2:4][C:5]1[CH:10]=[C:9]([OH:11])[C:8]([O:12][CH3:13])=[CH:7][N:6]=1)=[N+]=[N-].C1(P(C2C=CC=CC=2)C2C=CC=CC=2)C=CC=CC=1.O, predict the reaction product. The product is: [NH2:1][CH2:4][C:5]1[CH:10]=[C:9]([OH:11])[C:8]([O:12][CH3:13])=[CH:7][N:6]=1. (2) Given the reactants [CH2:1]([OH:6])[CH:2]([OH:5])[CH2:3][OH:4].N1C=CN=C1.[CH3:12][C:13]([Si:16](Cl)([C:23]1[CH:28]=[CH:27][CH:26]=[CH:25][CH:24]=1)[C:17]1[CH:22]=[CH:21][CH:20]=[CH:19][CH:18]=1)([CH3:15])[CH3:14].O, predict the reaction product. The product is: [Si:16]([O:6][CH2:1][CH:2]([OH:5])[CH2:3][OH:4])([C:13]([CH3:15])([CH3:14])[CH3:12])([C:23]1[CH:24]=[CH:25][CH:26]=[CH:27][CH:28]=1)[C:17]1[CH:22]=[CH:21][CH:20]=[CH:19][CH:18]=1. (3) Given the reactants Cl[C:2]1[N:7]=[CH:6][C:5]([CH2:8][N:9]2[C:18]3[C:13](=[C:14]([CH:21]4[O:25][CH2:24][CH2:23][O:22]4)[CH:15]=[CH:16][C:17]=3[O:19][CH3:20])[CH2:12][CH2:11][C:10]2=[O:26])=[CH:4][CH:3]=1.C(=O)([O-])[O-].[Na+].[Na+].[S:33]1[CH:37]=[CH:36][C:35](B(O)O)=[CH:34]1.O, predict the reaction product. The product is: [O:22]1[CH2:23][CH2:24][O:25][CH:21]1[C:14]1[CH:15]=[CH:16][C:17]([O:19][CH3:20])=[C:18]2[C:13]=1[CH2:12][CH2:11][C:10](=[O:26])[N:9]2[CH2:8][C:5]1[CH:6]=[N:7][C:2]([C:35]2[CH:36]=[CH:37][S:33][CH:34]=2)=[CH:3][CH:4]=1. (4) Given the reactants Cl[C:2]1[N:3]=[C:4]([N:22]2[CH2:27][CH2:26][O:25][CH2:24][CH2:23]2)[C:5]2[N:10]=[N:9][N:8]([CH2:11][C:12]3[CH:21]=[CH:20][C:15]([C:16]([O:18][CH3:19])=[O:17])=[CH:14][CH:13]=3)[C:6]=2[N:7]=1.[OH:28][CH2:29][C:30]1[CH:31]=[C:32](B(O)O)[CH:33]=[CH:34][CH:35]=1.C([O-])([O-])=O.[Na+].[Na+], predict the reaction product. The product is: [OH:28][CH2:29][C:30]1[CH:35]=[C:34]([C:2]2[N:3]=[C:4]([N:22]3[CH2:27][CH2:26][O:25][CH2:24][CH2:23]3)[C:5]3[N:10]=[N:9][N:8]([CH2:11][C:12]4[CH:21]=[CH:20][C:15]([C:16]([O:18][CH3:19])=[O:17])=[CH:14][CH:13]=4)[C:6]=3[N:7]=2)[CH:33]=[CH:32][CH:31]=1. (5) Given the reactants [Mg].Br[C:3]1[CH:12]=[CH:11][C:10]2[C:5](=[CH:6][CH:7]=[CH:8][CH:9]=2)[CH:4]=1.[B:13](OCC)([O:17]CC)[O:14]CC, predict the reaction product. The product is: [CH:4]1[C:5]2[C:10](=[CH:9][CH:8]=[CH:7][CH:6]=2)[CH:11]=[CH:12][C:3]=1[B:13]([OH:17])[OH:14]. (6) The product is: [CH2:64]([N:61]1[C:56]2=[N:57][C:58]([CH2:59][CH3:60])=[C:53]([CH2:52][NH:51][C:49](=[O:50])[C:48]3[CH:73]=[CH:74][CH:75]=[C:46]([CH2:45][NH:44][CH2:43][C@H:42]([OH:76])[C:37]4[CH:38]=[CH:39][C:40]([OH:41])=[C:35]([CH2:34][OH:33])[CH:36]=4)[CH:47]=3)[C:54]([NH:66][CH:67]3[CH2:68][CH2:69][O:70][CH2:71][CH2:72]3)=[C:55]2[CH:63]=[N:62]1)[CH3:65]. Given the reactants N(C[C@@H](C1C=CC(OCC2C=CC=CC=2)=C2C=1C=CC(=O)N2)O)=[N+]=[N-].[Si]([O:33][CH2:34][C:35]1[CH:36]=[C:37]([C@@H:42]([OH:76])[CH2:43][NH:44][CH2:45][C:46]2[CH:47]=[C:48]([CH:73]=[CH:74][CH:75]=2)[C:49]([NH:51][CH2:52][C:53]2[C:54]([NH:66][CH:67]3[CH2:72][CH2:71][O:70][CH2:69][CH2:68]3)=[C:55]3[CH:63]=[N:62][N:61]([CH2:64][CH3:65])[C:56]3=[N:57][C:58]=2[CH2:59][CH3:60])=[O:50])[CH:38]=[CH:39][C:40]=1[OH:41])(C(C)(C)C)(C)C, predict the reaction product. (7) Given the reactants [CH2:1]([NH:7][C:8]1[CH:17]=[CH:16][C:11]2[N:12]=[C:13]([SH:15])[S:14][C:10]=2[CH:9]=1)[CH2:2][CH2:3][CH2:4][CH2:5][CH3:6].[CH3:18][O:19][C:20]1[CH:21]=[C:22]([N:28]=[C:29]=[O:30])[CH:23]=[C:24]([O:26][CH3:27])[CH:25]=1, predict the reaction product. The product is: [CH3:27][O:26][C:24]1[CH:23]=[C:22]([NH:28][C:29](=[O:30])[N:7]([CH2:1][CH2:2][CH2:3][CH2:4][CH2:5][CH3:6])[C:8]2[CH:17]=[CH:16][C:11]3[N:12]=[C:13]([SH:15])[S:14][C:10]=3[CH:9]=2)[CH:21]=[C:20]([O:19][CH3:18])[CH:25]=1.